Dataset: Full USPTO retrosynthesis dataset with 1.9M reactions from patents (1976-2016). Task: Predict the reactants needed to synthesize the given product. (1) Given the product [ClH:37].[ClH:37].[F:36][C:2]([F:1])([F:35])[C:3]1[CH:4]=[CH:5][C:6]([C@:9]23[CH2:14][C@H:13]2[CH2:12][N:11]([CH2:15][CH2:16][CH2:17][N:18]2[CH:23]=[C:22]([N:24]4[CH:28]=[CH:27][C:26]([C:29]([F:32])([F:31])[F:30])=[N:25]4)[C:21](=[O:33])[NH:20][C:19]2=[O:34])[CH2:10]3)=[CH:7][CH:8]=1, predict the reactants needed to synthesize it. The reactants are: [F:1][C:2]([F:36])([F:35])[C:3]1[CH:8]=[CH:7][C:6]([C@:9]23[CH2:14][C@H:13]2[CH2:12][N:11]([CH2:15][CH2:16][CH2:17][N:18]2[CH:23]=[C:22]([N:24]4[CH:28]=[CH:27][C:26]([C:29]([F:32])([F:31])[F:30])=[N:25]4)[C:21](=[O:33])[NH:20][C:19]2=[O:34])[CH2:10]3)=[CH:5][CH:4]=1.[ClH:37]. (2) Given the product [CH3:30][N:7]1[CH2:6][C@@H:3]2[C@@H:2]([N:1]([C:9]3[CH:14]=[CH:13][C:12]([C:15]4[CH:20]=[CH:19][C:18]([N:21]5[C:26](=[O:27])[CH:25]=[CH:24][CH:23]=[N:22]5)=[CH:17][CH:16]=4)=[CH:11][CH:10]=3)[CH2:5][CH2:4]2)[CH2:8]1, predict the reactants needed to synthesize it. The reactants are: [N:1]1([C:9]2[CH:14]=[CH:13][C:12]([C:15]3[CH:20]=[CH:19][C:18]([N:21]4[C:26](=[O:27])[CH:25]=[CH:24][CH:23]=[N:22]4)=[CH:17][CH:16]=3)=[CH:11][CH:10]=2)[CH2:5][CH2:4][C@@H:3]2[CH2:6][NH:7][CH2:8][C@H:2]12.C=O.[C:30](O[BH-](OC(=O)C)OC(=O)C)(=O)C.[Na+].Cl.[OH-].[Na+].